Dataset: Full USPTO retrosynthesis dataset with 1.9M reactions from patents (1976-2016). Task: Predict the reactants needed to synthesize the given product. (1) Given the product [C:1]([C:3]1[C:4]([N:17]2[CH2:20][CH:19]([C:21]([NH:35][S:32]([C:29]3[CH:28]=[CH:27][C:26]([C:24]#[N:25])=[CH:31][CH:30]=3)(=[O:33])=[O:34])=[O:22])[CH2:18]2)=[N:5][C:6]([CH:14]([F:16])[F:15])=[C:7]([CH:8]=1)[C:9]([O:11][CH2:12][CH3:13])=[O:10])#[N:2], predict the reactants needed to synthesize it. The reactants are: [C:1]([C:3]1[C:4]([N:17]2[CH2:20][CH:19]([C:21](O)=[O:22])[CH2:18]2)=[N:5][C:6]([CH:14]([F:16])[F:15])=[C:7]([C:9]([O:11][CH2:12][CH3:13])=[O:10])[CH:8]=1)#[N:2].[C:24]([C:26]1[CH:31]=[CH:30][C:29]([S:32]([NH2:35])(=[O:34])=[O:33])=[CH:28][CH:27]=1)#[N:25]. (2) Given the product [F:31][C:28]1[CH:29]=[CH:30][C:25]([C:21]2[C:22](=[O:7])[CH2:23][CH2:24][C:20]=2[C:17]2[CH:18]=[CH:19][C:14]([S:13][CH3:12])=[CH:15][CH:16]=2)=[CH:26][CH:27]=1, predict the reactants needed to synthesize it. The reactants are: C1C=C[NH+]=CC=1.[O-:7][Cr](Cl)(=O)=O.[CH3:12][S:13][C:14]1[CH:19]=[CH:18][C:17]([C:20]2(O)[CH2:24][CH2:23][CH:22]=[C:21]2[C:25]2[CH:30]=[CH:29][C:28]([F:31])=[CH:27][CH:26]=2)=[CH:16][CH:15]=1. (3) The reactants are: [CH:1]1[CH:2]=[CH:3][C:4]2[S:9][N:8]=[C:7]([N:10]3[CH2:15][CH2:14][N:13]([CH2:16][CH2:17][C:18]4[CH:19]=[C:20]5[CH2:28][C:26](=[O:27])[NH:25][C:21]5=[CH:22][C:23]=4[Cl:24])[CH2:12][CH2:11]3)[C:5]=2[CH:6]=1.C(O)(=O)C.[ClH:33].O. Given the product [CH:1]1[CH:2]=[CH:3][C:4]2[S:9][N:8]=[C:7]([N:10]3[CH2:11][CH2:12][N:13]([CH2:16][CH2:17][C:18]4[CH:19]=[C:20]5[CH2:28][C:26](=[O:27])[NH:25][C:21]5=[CH:22][C:23]=4[Cl:24])[CH2:14][CH2:15]3)[C:5]=2[CH:6]=1.[ClH:33], predict the reactants needed to synthesize it. (4) Given the product [N:1]1([CH2:15][C:16]2[N:17]=[C:18]3[CH:23]=[CH:22][CH:21]=[C:20]([N:24]4[CH2:25][CH2:26][CH:27]([NH2:30])[CH2:28][CH2:29]4)[N:19]3[CH:38]=2)[C@H:14]2[C@H:5]([CH2:6][CH2:7][C:8]3[C:13]2=[N:12][CH:11]=[CH:10][CH:9]=3)[CH2:4][CH2:3][CH2:2]1, predict the reactants needed to synthesize it. The reactants are: [N:1]1([CH2:15][C:16]2[N:17]=[C:18]3[CH:23]=[CH:22][CH:21]=[C:20]([N:24]4[CH2:29][CH2:28][CH:27]([NH:30]C(=O)OC(C)(C)C)[CH2:26][CH2:25]4)[N:19]3[CH:38]=2)[C@H:14]2[C@H:5]([CH2:6][CH2:7][C:8]3[C:13]2=[N:12][CH:11]=[CH:10][CH:9]=3)[CH2:4][CH2:3][CH2:2]1.FC(F)(F)C(O)=O. (5) Given the product [CH2:20]([O:19][C:17](=[O:18])[CH2:16][N:10]([CH2:9][CH2:8][C:5]1[CH:6]=[CH:7][C:2]([Cl:1])=[CH:3][C:4]=1[N+:12]([O-:14])=[O:13])[CH3:11])[CH3:21], predict the reactants needed to synthesize it. The reactants are: [Cl:1][C:2]1[CH:7]=[CH:6][C:5]([CH2:8][CH2:9][NH:10][CH3:11])=[C:4]([N+:12]([O-:14])=[O:13])[CH:3]=1.Br[CH2:16][C:17]([O:19][CH2:20][CH3:21])=[O:18].C(=O)([O-])[O-].[K+].[K+]. (6) Given the product [CH3:9][C:8]1[CH:7]=[C:6]([CH3:10])[N:5]=[C:4]2[S:11][N:2]=[C:1]([OH:12])[C:3]=12, predict the reactants needed to synthesize it. The reactants are: [C:1]([C:3]1[C:4]([SH:11])=[N:5][C:6]([CH3:10])=[CH:7][C:8]=1[CH3:9])#[N:2].[OH:12]S(O)(=O)=O. (7) Given the product [Cl:14][C:12]1[CH:11]=[CH:10][C:9]([CH3:15])=[C:8]([C:6]2[N:5]=[C:4]([NH:16][C:17]3[CH:22]=[CH:21][C:20]([CH2:23][N:24]([CH3:26])[CH3:25])=[CH:19][CH:18]=3)[N:3]=[C:2]([NH2:27])[N:7]=2)[CH:13]=1, predict the reactants needed to synthesize it. The reactants are: Cl[C:2]1[N:7]=[C:6]([C:8]2[CH:13]=[C:12]([Cl:14])[CH:11]=[CH:10][C:9]=2[CH3:15])[N:5]=[C:4]([NH:16][C:17]2[CH:22]=[CH:21][C:20]([CH2:23][N:24]([CH3:26])[CH3:25])=[CH:19][CH:18]=2)[N:3]=1.[NH3:27].